This data is from Reaction yield outcomes from USPTO patents with 853,638 reactions. The task is: Predict the reaction yield, written as a fraction of the theoretical maximum amount of product (1.0 means a 100% yield; for example, 0.34 means a 34% yield). (1) The reactants are [OH-].[Na+].[C:3]([O:7][C:8]([N:10]([CH3:18])[CH2:11][CH2:12][C:13]([O:15]CC)=[O:14])=[O:9])([CH3:6])([CH3:5])[CH3:4]. The catalyst is C1COCC1.CCO.O. The product is [C:3]([O:7][C:8]([N:10]([CH3:18])[CH2:11][CH2:12][C:13]([OH:15])=[O:14])=[O:9])([CH3:6])([CH3:5])[CH3:4]. The yield is 0.732. (2) The reactants are O.[NH2:2][NH2:3].[CH3:4][O:5][C:6]1[CH:11]=[CH:10][C:9]([CH:12]([C:18]([C:20]2[CH:25]=[CH:24][C:23]([O:26][CH3:27])=[CH:22][CH:21]=2)=O)[CH:13]([OH:17])[C:14](O)=[O:15])=[CH:8][CH:7]=1. The catalyst is C(O)C. The product is [CH3:4][O:5][C:6]1[CH:11]=[CH:10][C:9]([CH:12]2[C:18]([C:20]3[CH:25]=[CH:24][C:23]([O:26][CH3:27])=[CH:22][CH:21]=3)=[N:3][NH:2][C:14](=[O:15])[CH:13]2[OH:17])=[CH:8][CH:7]=1. The yield is 0.994. (3) The product is [CH3:38][N:39]([CH3:43])[C:25]1[CH:24]=[CH:23][C:17]2[N:2]([C:30](=[O:33])[CH3:31])[C:21]3[C:20]([S:19][C:18]=2[CH:26]=1)=[CH:12][C:10]([N:6]([CH3:5])[CH3:7])=[CH:11][CH:22]=3. The reactants are O.[NH2:2]N.C[CH2:5][N:6]([CH:10]([CH3:12])[CH3:11])[CH:7](C)C.O.O.O.[Cl-].[CH3:17][C:18]1[SH+:19][CH:20]=[CH:21][CH:22]=[CH:23][CH:24]=[CH:25][CH:26]=1.O.NN.[C:30]([O:33]C(=O)C)(=O)[CH3:31].C[CH2:38][N:39]([CH:43](C)C)C(C)C. The yield is 0.650. The catalyst is C(#N)C. (4) The reactants are O(C1C=CC(NC(=O)N[C@@H](CC2C=CC=CC=2)/C=C/C(O)=O)=CC=1)C1C=CC=CC=1.[N:31]1([CH2:36][CH2:37][NH:38][C:39](=[O:68])/[CH:40]=[CH:41]/[C@@H:42]([NH:50][C:51]([NH:53][C:54]2[CH:59]=[CH:58][C:57]([O:60][C:61]3[CH:66]=[CH:65][C:64](F)=[CH:63][CH:62]=3)=[CH:56][CH:55]=2)=[O:52])[CH2:43][C:44]2[CH:49]=[CH:48][CH:47]=[CH:46][CH:45]=2)CCC[CH2:32]1.Cl.O(C1C=CC(N=C=O)=CC=1)C1C=CC=CC=1. The catalyst is C(Cl)Cl.O1CCOCC1.C1COCC1. The product is [CH3:32][NH:31][CH2:36][CH2:37][NH:38][C:39](=[O:68])/[CH:40]=[CH:41]/[C@@H:42]([NH:50][C:51]([NH:53][C:54]1[CH:59]=[CH:58][C:57]([O:60][C:61]2[CH:66]=[CH:65][CH:64]=[CH:63][CH:62]=2)=[CH:56][CH:55]=1)=[O:52])[CH2:43][C:44]1[CH:49]=[CH:48][CH:47]=[CH:46][CH:45]=1. The yield is 0.500. (5) The reactants are [NH2:1][C:2]1[C:3]([Cl:9])=[N:4][CH:5]=[C:6]([Br:8])[CH:7]=1.N1C=CC=CC=1.[C:16]1([S:22](Cl)(=[O:24])=[O:23])[CH:21]=[CH:20][CH:19]=[CH:18][CH:17]=1. The catalyst is C(Cl)Cl. The product is [Br:8][C:6]1[CH:7]=[C:2]([NH:1][S:22]([C:16]2[CH:21]=[CH:20][CH:19]=[CH:18][CH:17]=2)(=[O:24])=[O:23])[C:3]([Cl:9])=[N:4][CH:5]=1. The yield is 0.340. (6) The reactants are [C:1]([NH:5][S:6]([CH2:9][CH2:10][C:11]1[CH:16]=[CH:15][C:14]([N+:17]([O-])=O)=[CH:13][CH:12]=1)(=[O:8])=[O:7])([CH3:4])([CH3:3])[CH3:2]. The catalyst is CCO.[Pd]. The product is [C:1]([NH:5][S:6]([CH2:9][CH2:10][C:11]1[CH:12]=[CH:13][C:14]([NH2:17])=[CH:15][CH:16]=1)(=[O:8])=[O:7])([CH3:4])([CH3:2])[CH3:3]. The yield is 0.950. (7) The reactants are [CH3:1][C:2]1([CH3:20])[C:10]2[C:9]3[CH:11]=[CH:12][C:13]([S:15]([O-:18])(=[O:17])=[O:16])=[CH:14][C:8]=3[CH:7]=[CH:6][C:5]=2[N:4]=[C:3]1[CH3:19].[K+].Br[CH2:23][CH2:24][CH2:25][CH2:26][C:27]([OH:29])=[O:28]. The catalyst is CC(C)C(=O)C. The product is [C:27]([CH2:26][CH2:25][CH2:24][CH2:23][N+:4]1[C:5]2[CH:6]=[CH:7][C:8]3[CH:14]=[C:13]([S:15]([O-:18])(=[O:17])=[O:16])[CH:12]=[CH:11][C:9]=3[C:10]=2[C:2]([CH3:20])([CH3:1])[C:3]=1[CH3:19])([OH:29])=[O:28]. The yield is 0.0720. (8) The reactants are [C:1]1([C:7]2[O:8][C:9]([C:30]([F:33])([F:32])[F:31])=[C:10]([C:12]([NH:14][C:15]3[CH:16]=[CH:17][C:18]([C:21]4[CH:29]=[CH:28][C:24]([C:25](O)=[O:26])=[CH:23][CH:22]=4)=[N:19][CH:20]=3)=[O:13])[N:11]=2)[CH:6]=[CH:5][CH:4]=[CH:3][CH:2]=1.Cl.[C:35]([O:39][C:40](=[O:46])[C@H:41]1[CH2:45][CH2:44][CH2:43][NH:42]1)([CH3:38])([CH3:37])[CH3:36].C(N(CC)CC)C.ON1C2N=CC=CC=2N=N1.Cl.C(N=C=NCCCN(C)C)C. The catalyst is ClCCl.CN(C)C=O. The product is [C:35]([O:39][C:40]([C@H:41]1[CH2:45][CH2:44][CH2:43][N:42]1[C:25](=[O:26])[C:24]1[CH:28]=[CH:29][C:21]([C:18]2[CH:17]=[CH:16][C:15]([NH:14][C:12]([C:10]3[N:11]=[C:7]([C:1]4[CH:2]=[CH:3][CH:4]=[CH:5][CH:6]=4)[O:8][C:9]=3[C:30]([F:33])([F:32])[F:31])=[O:13])=[CH:20][N:19]=2)=[CH:22][CH:23]=1)=[O:46])([CH3:38])([CH3:36])[CH3:37]. The yield is 0.840. (9) The reactants are CN(N=O)C(N[N+]([O-])=O)=N.[OH-].[K+].N#N.[C:15](=O)=O.CC(C)=O.[CH3:22][C:23]([O:33][C:34]1[CH:39]=[CH:38][CH:37]=[CH:36][CH:35]=1)([CH2:27][C:28]1[S:29][CH:30]=[CH:31][CH:32]=1)[C:24]([OH:26])=[O:25]. The catalyst is C(Cl)Cl.CCOCC. The product is [CH3:15][O:25][C:24](=[O:26])[C:23]([CH3:22])([O:33][C:34]1[CH:39]=[CH:38][CH:37]=[CH:36][CH:35]=1)[CH2:27][C:28]1[S:29][CH:30]=[CH:31][CH:32]=1. The yield is 0.280. (10) The reactants are [OH:1][C:2]1[CH:3]=[C:4]([NH:17]C(=O)C)[CH:5]=[CH:6][C:7]=1[C:8]([CH3:16])([CH3:15])[CH2:9][O:10][CH2:11][CH2:12][O:13][CH3:14].Cl.C([O-])([O-])=O.[Na+].[Na+]. No catalyst specified. The product is [CH3:14][O:13][CH2:12][CH2:11][O:10][CH2:9][C:8]([C:7]1[CH:6]=[CH:5][C:4]([NH2:17])=[CH:3][C:2]=1[OH:1])([CH3:16])[CH3:15]. The yield is 0.0600.